The task is: Predict the reaction yield, written as a fraction of the theoretical maximum amount of product (1.0 means a 100% yield; for example, 0.34 means a 34% yield).. This data is from Reaction yield outcomes from USPTO patents with 853,638 reactions. (1) The reactants are [F:1][C:2]1[CH:9]=[C:8](F)[C:7]([F:11])=[CH:6][C:3]=1[C:4]#[N:5].[CH3:12][NH2:13]. The catalyst is C(O)C. The product is [F:1][C:2]1[CH:9]=[C:8]([NH:13][CH3:12])[C:7]([F:11])=[CH:6][C:3]=1[C:4]#[N:5]. The yield is 0.890. (2) The reactants are [N+:1]([C:4]1C=CNN=1)([O-:3])=[O:2].O[CH:10]1[CH2:15][CH2:14][N:13]([C:16]([O:18][C:19]([CH3:22])([CH3:21])[CH3:20])=[O:17])[CH2:12][CH2:11]1.C1(P(C2C=CC=CC=2)C2C=CC=CC=2)C=CC=CC=1.[N:42]([C:50](OC(C)C)=O)=[N:43][C:44](OC(C)C)=O. The catalyst is C1COCC1. The product is [N+:1]([C:4]1[CH:50]=[N:42][N:43]([CH:10]2[CH2:15][CH2:14][N:13]([C:16]([O:18][C:19]([CH3:22])([CH3:21])[CH3:20])=[O:17])[CH2:12][CH2:11]2)[CH:44]=1)([O-:3])=[O:2]. The yield is 0.570.